Predict which catalyst facilitates the given reaction. From a dataset of Catalyst prediction with 721,799 reactions and 888 catalyst types from USPTO. (1) Reactant: [N:1]1[C:10]2[C:5](=[CH:6][CH:7]=[CH:8][N:9]=2)[CH:4]=[CH:3][C:2]=1[NH2:11].N1C=CC=CC=1.[F:18][C:19]1[CH:27]=[CH:26][CH:25]=[C:24]([F:28])[C:20]=1[C:21](Cl)=[O:22]. Product: [F:18][C:19]1[CH:27]=[CH:26][CH:25]=[C:24]([F:28])[C:20]=1[C:21]([NH:11][C:2]1[CH:3]=[CH:4][C:5]2[C:10](=[N:9][CH:8]=[CH:7][CH:6]=2)[N:1]=1)=[O:22]. The catalyst class is: 96. (2) Product: [CH3:17][O:18][C:19]1[CH:20]=[C:21]2[C:26](=[CH:27][CH:28]=1)[N:25]([C:2]1[C:3](=[O:16])[NH:4][C:5]3[C:10]([N:11]=1)=[CH:9][C:8]([C:12]([O:14][CH3:15])=[O:13])=[CH:7][CH:6]=3)[CH2:24][CH2:23][CH2:22]2. Reactant: Cl[C:2]1[C:3](=[O:16])[NH:4][C:5]2[C:10]([N:11]=1)=[CH:9][C:8]([C:12]([O:14][CH3:15])=[O:13])=[CH:7][CH:6]=2.[CH3:17][O:18][C:19]1[CH:20]=[C:21]2[C:26](=[CH:27][CH:28]=1)[NH:25][CH2:24][CH2:23][CH2:22]2. The catalyst class is: 37. (3) Reactant: [Si:1]([O:8][CH2:9][C:10]([NH2:12])=O)([C:4]([CH3:7])([CH3:6])[CH3:5])([CH3:3])[CH3:2].FC(F)(F)C(OC(=O)C(F)(F)F)=O.C([O-])(O)=O.[Na+]. Product: [Si:1]([O:8][CH2:9][C:10]#[N:12])([C:4]([CH3:7])([CH3:6])[CH3:5])([CH3:3])[CH3:2]. The catalyst class is: 6. (4) Reactant: C([N:8]1[CH2:12][CH2:11][C@@H:10]([N:13]2[CH2:22][CH2:21][C:20]3[C:15](=[CH:16][CH:17]=[C:18]([C:23]4[CH:32]=[CH:31][C:26]([C:27]([O:29][CH3:30])=[O:28])=[CH:25][C:24]=4[F:33])[CH:19]=3)[C:14]2=[O:34])[CH2:9]1)C1C=CC=CC=1. Product: [F:33][C:24]1[CH:25]=[C:26]([CH:31]=[CH:32][C:23]=1[C:18]1[CH:19]=[C:20]2[C:15](=[CH:16][CH:17]=1)[C:14](=[O:34])[N:13]([C@@H:10]1[CH2:11][CH2:12][NH:8][CH2:9]1)[CH2:22][CH2:21]2)[C:27]([O:29][CH3:30])=[O:28]. The catalyst class is: 5. (5) Reactant: [N:1]1([C:7]2[C:16]3[C:11](=[CH:12][CH:13]=[CH:14][CH:15]=3)[N:10]=[CH:9][N:8]=2)[CH2:6][CH2:5][NH:4][CH2:3][CH2:2]1.[CH3:17][CH2:18][N:19](CC)CC.ClCC#N. Product: [N:10]1[C:11]2[C:16](=[CH:15][CH:14]=[CH:13][CH:12]=2)[C:7]([N:1]2[CH2:6][CH2:5][N:4]([CH2:17][C:18]#[N:19])[CH2:3][CH2:2]2)=[N:8][CH:9]=1. The catalyst class is: 1.